This data is from Full USPTO retrosynthesis dataset with 1.9M reactions from patents (1976-2016). The task is: Predict the reactants needed to synthesize the given product. (1) The reactants are: [NH2:1][C:2]1[CH:3]=[C:4]([C:8]([C:10]2[C:18]3[CH:17]=[N:16][C:15]([NH:19]CC4C=CC(OC)=CC=4)=[N:14][C:13]=3[N:12]([C:29]34[CH2:33][CH:31]([CH2:32]3)[CH2:30]4)[CH:11]=2)=[O:9])[CH:5]=[N:6][CH:7]=1.[F:34][C:35]1[CH:36]=[CH:37][C:38]([CH2:41][C:42]([OH:44])=O)=[N:39][CH:40]=1.CCCP(O)(O)=O. Given the product [NH2:19][C:15]1[N:16]=[CH:17][C:18]2[C:10]([C:8]([C:4]3[CH:3]=[C:2]([NH:1][C:42](=[O:44])[CH2:41][C:38]4[CH:37]=[CH:36][C:35]([F:34])=[CH:40][N:39]=4)[CH:7]=[N:6][CH:5]=3)=[O:9])=[CH:11][N:12]([C:29]34[CH2:32][CH:31]([CH2:33]3)[CH2:30]4)[C:13]=2[N:14]=1, predict the reactants needed to synthesize it. (2) Given the product [CH:1]1([NH:4][C:5]2[S:6][C:7]([C:10]([N:29]3[CH2:30][CH2:31][CH:26]([C:20]4[CH:25]=[CH:24][CH:23]=[CH:22][CH:21]=4)[CH2:27][CH2:28]3)=[O:12])=[CH:8][N:9]=2)[CH2:2][CH2:3]1, predict the reactants needed to synthesize it. The reactants are: [CH:1]1([NH:4][C:5]2[S:6][C:7]([C:10]([OH:12])=O)=[CH:8][N:9]=2)[CH2:3][CH2:2]1.CCN(CC)CC.[C:20]1([CH:26]2[CH2:31][CH2:30][NH:29][CH2:28][CH2:27]2)[CH:25]=[CH:24][CH:23]=[CH:22][CH:21]=1.C(P1(=O)OP(CCC)(=O)OP(CCC)(=O)O1)CC. (3) Given the product [Cl:13][CH2:14][CH2:15][CH2:16][O:17][C:18]1[CH:19]=[C:20]([CH:23]=[CH:24][CH:25]=1)[CH:21]=[C:2]1[CH2:3][C:4]2[C:9](=[CH:8][CH:7]=[CH:6][CH:5]=2)[C:1]1=[O:10], predict the reactants needed to synthesize it. The reactants are: [C:1]1(=[O:10])[C:9]2[C:4](=[CH:5][CH:6]=[CH:7][CH:8]=2)[CH2:3][CH2:2]1.[OH-].[Na+].[Cl:13][CH2:14][CH2:15][CH2:16][O:17][C:18]1[CH:19]=[C:20]([CH:23]=[CH:24][CH:25]=1)[CH:21]=O. (4) Given the product [CH:1]([O:4][C:5]([N:7]1[CH2:12][CH2:11][CH:10]([O:13][C:14]2[CH:19]=[C:18]([N:27]3[C:35]4[C:30](=[N:31][CH:32]=[CH:33][CH:34]=4)[CH2:29][CH2:28]3)[N:17]=[CH:16][N:15]=2)[CH2:9][CH2:8]1)=[O:6])([CH3:3])[CH3:2], predict the reactants needed to synthesize it. The reactants are: [CH:1]([O:4][C:5]([N:7]1[CH2:12][CH2:11][CH:10]([O:13][C:14]2[CH:19]=[C:18](Cl)[N:17]=[CH:16][N:15]=2)[CH2:9][CH2:8]1)=[O:6])([CH3:3])[CH3:2].CC(C)([O-])C.[K+].[NH:27]1[C:35]2[C:30](=[N:31][CH:32]=[CH:33][CH:34]=2)[CH2:29][CH2:28]1.F[B-](F)(F)F.C([PH+](C(C)(C)C)C(C)(C)C)(C)(C)C. (5) Given the product [CH:1]1([CH2:4][O:5][C:6]2[CH:7]=[C:8]([C:16]3[NH:20][C:19]([CH:21]=[O:22])=[C:18]([C:32]([O:34][CH2:35][CH3:36])=[O:33])[CH:17]=3)[CH:9]=[CH:10][C:11]=2[O:12][CH:13]([F:15])[F:14])[CH2:3][CH2:2]1, predict the reactants needed to synthesize it. The reactants are: [CH:1]1([CH2:4][O:5][C:6]2[CH:7]=[C:8]([C:16]3[NH:20][C:19]([CH2:21][O:22]CC4C=CC(OC)=CC=4)=[C:18]([C:32]([O:34][CH2:35][CH3:36])=[O:33])[CH:17]=3)[CH:9]=[CH:10][C:11]=2[O:12][CH:13]([F:15])[F:14])[CH2:3][CH2:2]1.ClCCl.ClC1C(=O)C(C#N)=C(C#N)C(=O)C=1Cl. (6) Given the product [CH2:1]([O:8][C:10]1([F:9])[C:13]([F:14])=[C:12]([F:15])[C:11]1([F:17])[F:16])[C:2]1[CH:7]=[CH:6][CH:5]=[CH:4][CH:3]=1, predict the reactants needed to synthesize it. The reactants are: [CH2:1]([OH:8])[C:2]1[CH:7]=[CH:6][CH:5]=[CH:4][CH:3]=1.[F:9][C:10]1(F)[C:13]([F:14])=[C:12]([F:15])[C:11]1([F:17])[F:16].[OH-].[K+]. (7) Given the product [CH2:16]([N:14]1[CH:15]=[C:11]([C:8]2[CH:9]=[C:10]3[C:5](=[CH:6][CH:7]=2)[NH:4][N:3]=[C:2]3[NH:1][S:32]([CH2:30][CH3:31])(=[O:34])=[O:33])[N:12]=[N:13]1)[C:17]1[CH:22]=[CH:21][CH:20]=[CH:19][CH:18]=1, predict the reactants needed to synthesize it. The reactants are: [NH2:1][C:2]1[C:10]2[C:5](=[CH:6][CH:7]=[C:8]([C:11]3[N:12]=[N:13][N:14]([CH2:16][C:17]4[CH:22]=[CH:21][CH:20]=[CH:19][CH:18]=4)[CH:15]=3)[CH:9]=2)[N:4](C(OC(C)(C)C)=O)[N:3]=1.[CH2:30]([S:32](Cl)(=[O:34])=[O:33])[CH3:31].S(Cl)(Cl)(=O)=O. (8) Given the product [CH3:13][O:12][CH:10]1[CH2:11][N:8]([C:5]2[N:4]=[CH:3][C:2]([N:20]3[CH2:19][CH2:18][N:17]([C:21]([O:23][C:24]([CH3:26])([CH3:25])[CH3:27])=[O:22])[CH2:16][C:15]3=[O:14])=[CH:7][N:6]=2)[CH2:9]1, predict the reactants needed to synthesize it. The reactants are: I[C:2]1[CH:3]=[N:4][C:5]([N:8]2[CH2:11][CH:10]([O:12][CH3:13])[CH2:9]2)=[N:6][CH:7]=1.[O:14]=[C:15]1[NH:20][CH2:19][CH2:18][N:17]([C:21]([O:23][C:24]([CH3:27])([CH3:26])[CH3:25])=[O:22])[CH2:16]1.CN[C@@H]1CCCC[C@H]1NC.P([O-])([O-])([O-])=O.[K+].[K+].[K+].